From a dataset of Catalyst prediction with 721,799 reactions and 888 catalyst types from USPTO. Predict which catalyst facilitates the given reaction. (1) Reactant: [CH3:1][C:2]([C:4]1[CH:9]=[CH:8][C:7]([O:10][CH3:11])=[CH:6][CH:5]=1)=[O:3].[H-].[Na+].[C:14](=O)([O:18]CC)[O:15][CH2:16][CH3:17].Cl. Product: [CH2:16]([O:15][C:14](=[O:18])[CH2:1][C:2]([C:4]1[CH:9]=[CH:8][C:7]([O:10][CH3:11])=[CH:6][CH:5]=1)=[O:3])[CH3:17]. The catalyst class is: 9. (2) The catalyst class is: 205. Reactant: [CH3:1][C@H:2]([NH2:11])[C@H:3]([OH:10])[C:4]1[CH:9]=[CH:8][CH:7]=[CH:6][CH:5]=1.[CH3:12][O:13][C:14](=[O:31])[C:15]1[CH:20]=[CH:19][C:18]([N:21]2[C:29]3[C:24](=[CH:25][C:26](I)=[CH:27][CH:28]=3)[CH:23]=[N:22]2)=[CH:17][CH:16]=1.C(=O)([O-])[O-].[Cs+].[Cs+].C(#N)CCC. Product: [NH2:11][C@@H:2]([CH3:1])[C@@H:3]([C:4]1[CH:5]=[CH:6][CH:7]=[CH:8][CH:9]=1)[O:10][C:26]1[CH:25]=[C:24]2[C:29](=[CH:28][CH:27]=1)[N:21]([C:18]1[CH:19]=[CH:20][C:15]([C:14]([O:13][CH3:12])=[O:31])=[CH:16][CH:17]=1)[N:22]=[CH:23]2. (3) Reactant: Cl.C(OC(=O)[NH:8][CH2:9][C:10]([N:12]1[CH2:17][CH2:16][N:15]([C:18](=[O:27])[C:19]2[CH:24]=[C:23]([Cl:25])[CH:22]=[CH:21][C:20]=2[Cl:26])[CH2:14][CH2:13]1)=[O:11])(C)(C)C. Product: [ClH:25].[NH2:8][CH2:9][C:10]([N:12]1[CH2:17][CH2:16][N:15]([C:18](=[O:27])[C:19]2[CH:24]=[C:23]([Cl:25])[CH:22]=[CH:21][C:20]=2[Cl:26])[CH2:14][CH2:13]1)=[O:11]. The catalyst class is: 12. (4) Reactant: [CH3:1][C:2]1([CH3:17])[CH2:7][O:6][CH:5]([CH2:8][CH2:9][C:10]2[CH:15]=[CH:14][C:13]([NH2:16])=[CH:12][CH:11]=2)[O:4][CH2:3]1.COC(OC)[N:21]([CH3:23])C.Cl.N[OH:28].[Cl-].O[NH3+].[Cl-].[Na+]. Product: [CH3:1][C:2]1([CH3:17])[CH2:3][O:4][CH:5]([CH2:8][CH2:9][C:10]2[CH:11]=[CH:12][C:13]([NH:16][CH:23]=[N:21][OH:28])=[CH:14][CH:15]=2)[O:6][CH2:7]1. The catalyst class is: 5. (5) Reactant: [O:1]1[CH:5]=[CH:4][CH2:3][CH2:2]1.[Li]C(C)(C)C.[Sn:11](Cl)([CH2:20][CH2:21][CH2:22][CH3:23])([CH2:16][CH2:17][CH2:18][CH3:19])[CH2:12][CH2:13][CH2:14][CH3:15].[NH4+].[Cl-]. Product: [CH2:20]([Sn:11]([CH2:12][CH2:13][CH2:14][CH3:15])([CH2:16][CH2:17][CH2:18][CH3:19])[C:5]1[O:1][CH2:2][CH2:3][CH:4]=1)[CH2:21][CH2:22][CH3:23]. The catalyst class is: 1. (6) Reactant: [CH:1]1([N:4]2[C:13]3[C:8](=[CH:9][C:10]([F:17])=[C:11]([Cl:16])[C:12]=3[O:14][CH3:15])[C:7](=[O:18])[C:6]([C:19]([O:21]CC)=[O:20])=[CH:5]2)[CH2:3][CH2:2]1.C([O-])(=O)C.S(=O)(=O)(O)O. Product: [CH:1]1([N:4]2[C:13]3[C:8](=[CH:9][C:10]([F:17])=[C:11]([Cl:16])[C:12]=3[O:14][CH3:15])[C:7](=[O:18])[C:6]([C:19]([OH:21])=[O:20])=[CH:5]2)[CH2:2][CH2:3]1. The catalyst class is: 6. (7) Reactant: [Br:1][C:2]1[CH:3]=[N:4][C:5]2[C:10]([CH:11]=1)=[N:9][CH:8]=[C:7]([CH:12]=[CH:13][O:14]CC)[CH:6]=2.Cl.[OH-].[Na+]. Product: [Br:1][C:2]1[CH:11]=[C:10]2[C:5]([CH:6]=[C:7]([CH2:12][CH:13]=[O:14])[CH:8]=[N:9]2)=[N:4][CH:3]=1. The catalyst class is: 76.